Dataset: Full USPTO retrosynthesis dataset with 1.9M reactions from patents (1976-2016). Task: Predict the reactants needed to synthesize the given product. (1) Given the product [Cl:26][C:27]1[CH:34]=[CH:33][CH:32]=[C:31]([Cl:35])[C:28]=1[CH2:29][N:7]1[C:2]([OH:1])=[C:3]([C:17]([NH:19][CH2:20][C:21]([OH:23])=[O:22])=[O:18])[C:4](=[O:16])[N:5]([CH2:9][C:10]2[CH:15]=[CH:14][CH:13]=[CH:12][CH:11]=2)[C:6]1=[O:8], predict the reactants needed to synthesize it. The reactants are: [OH:1][C:2]1[NH:7][C:6](=[O:8])[N:5]([CH2:9][C:10]2[CH:15]=[CH:14][CH:13]=[CH:12][CH:11]=2)[C:4](=[O:16])[C:3]=1[C:17]([NH:19][CH2:20][C:21]([O:23]CC)=[O:22])=[O:18].[Cl:26][C:27]1[CH:34]=[CH:33][CH:32]=[C:31]([Cl:35])[C:28]=1[CH2:29]Br.C(=O)([O-])[O-].[Na+].[Na+].Cl. (2) Given the product [F:19][C:2]([F:1])([F:18])[C:3]1[CH:4]=[C:5]([S:9]([C:10]2[CH:15]=[CH:14][N:13]=[C:12]([C:16]#[N:17])[CH:11]=2)(=[O:20])=[O:30])[CH:6]=[CH:7][CH:8]=1, predict the reactants needed to synthesize it. The reactants are: [F:1][C:2]([F:19])([F:18])[C:3]1[CH:4]=[C:5]([S:9][C:10]2[CH:15]=[CH:14][N:13]=[C:12]([C:16]#[N:17])[CH:11]=2)[CH:6]=[CH:7][CH:8]=1.[OH:20]OS([O-])=O.[K+].CC(C)=O.[OH2:30].